Dataset: Reaction yield outcomes from USPTO patents with 853,638 reactions. Task: Predict the reaction yield, written as a fraction of the theoretical maximum amount of product (1.0 means a 100% yield; for example, 0.34 means a 34% yield). (1) The reactants are C[O:2][C:3](=O)[C:4]1[CH:9]=[CH:8][C:7]([O:10][CH2:11][C:12]2[C:13]([C:21]3[CH:26]=[CH:25][CH:24]=[CH:23][CH:22]=3)=[N:14][O:15][C:16]=2[C:17]([F:20])([F:19])[F:18])=[N:6][CH:5]=1.COC(=O)C1C=CC(OCC2C(C3C=CC(Cl)=CC=3)=NOC=2C)=NC=1.[CH:53]1([NH2:56])[CH2:55][CH2:54]1. The yield is 0.940. The product is [CH:53]1([NH:56][C:3](=[O:2])[C:4]2[CH:9]=[CH:8][C:7]([O:10][CH2:11][C:12]3[C:13]([C:21]4[CH:22]=[CH:23][CH:24]=[CH:25][CH:26]=4)=[N:14][O:15][C:16]=3[C:17]([F:19])([F:18])[F:20])=[N:6][CH:5]=2)[CH2:55][CH2:54]1. No catalyst specified. (2) The reactants are [C:1]([O:7][CH2:8][N:9]1[C:13]2[N:14]=[CH:15][N:16]=[C:17]([C:18]3[CH:19]=[N:20][N:21]([CH:23]([CH:27]4[CH2:31][CH2:30][CH2:29][CH2:28]4)[CH2:24][C:25]#[N:26])[CH:22]=3)[C:12]=2[CH:11]=[CH:10]1)(=[O:6])[C:2]([CH3:5])([CH3:4])[CH3:3].O1CCCC1.CC(C)=O.[CH:41]1[CH:46]=[CH:45][C:44]([C:47]([O:49][C@H:50]([C:64]([OH:66])=[O:65])[C@H:51]([O:55][C:56]([C:58]2[CH:63]=[CH:62][CH:61]=[CH:60][CH:59]=2)=[O:57])[C:52]([OH:54])=[O:53])=[O:48])=[CH:43][CH:42]=1. The yield is 0.792. The product is [C:56]([O:55][C@@H:51]([C@H:50]([O:49][C:47](=[O:48])[C:44]1[CH:43]=[CH:42][CH:41]=[CH:46][CH:45]=1)[C:64]([OH:66])=[O:65])[C:52]([OH:54])=[O:53])(=[O:57])[C:58]1[CH:63]=[CH:62][CH:61]=[CH:60][CH:59]=1.[C:1]([O:7][CH2:8][N:9]1[C:13]2[N:14]=[CH:15][N:16]=[C:17]([C:18]3[CH:19]=[N:20][N:21]([C@@H:23]([CH:27]4[CH2:31][CH2:30][CH2:29][CH2:28]4)[CH2:24][C:25]#[N:26])[CH:22]=3)[C:12]=2[CH:11]=[CH:10]1)(=[O:6])[C:2]([CH3:4])([CH3:5])[CH3:3]. The catalyst is C(#N)C. (3) The reactants are [NH2:1][C:2]1[CH:3]=[C:4]([N:8]2[C:13](=[O:14])[N:12]([CH2:15][C:16]3[CH:21]=[CH:20][C:19]([Cl:22])=[CH:18][CH:17]=3)[C:11](=[O:23])[C:10]([O:24][CH3:25])=[N:9]2)[CH:5]=[CH:6][CH:7]=1.Br[C:27]1[S:28][CH:29]=[CH:30][N:31]=1.Cl. The catalyst is C(O)C. The product is [Cl:22][C:19]1[CH:20]=[CH:21][C:16]([CH2:15][N:12]2[C:11](=[O:23])[C:10]([O:24][CH3:25])=[N:9][N:8]([C:4]3[CH:5]=[CH:6][CH:7]=[C:2]([NH:1][C:27]4[S:28][CH:29]=[CH:30][N:31]=4)[CH:3]=3)[C:13]2=[O:14])=[CH:17][CH:18]=1. The yield is 0.0650.